Dataset: Catalyst prediction with 721,799 reactions and 888 catalyst types from USPTO. Task: Predict which catalyst facilitates the given reaction. (1) Reactant: Br[C:2]1[C:3]([CH3:12])=[N:4][C:5]([N+:9]([O-:11])=[O:10])=[CH:6][C:7]=1[CH3:8].[Cl:13][C:14]1[CH:19]=[C:18]([OH:20])[CH:17]=[CH:16][N:15]=1.C([O-])([O-])=O.[K+].[K+].O. Product: [Cl:13][C:14]1[CH:19]=[C:18]([O:20][C:2]2[C:3]([CH3:12])=[N:4][C:5]([N+:9]([O-:11])=[O:10])=[CH:6][C:7]=2[CH3:8])[CH:17]=[CH:16][N:15]=1. The catalyst class is: 44. (2) Reactant: [C:1]([O:5][C:6]([N:8]1[CH2:13][CH2:12][N:11]([C:14]2[N:19]=[C:18](Cl)[CH:17]=[CH:16][N:15]=2)[CH2:10][CH2:9]1)=[O:7])([CH3:4])([CH3:3])[CH3:2].[Cl:21][C:22]1[CH:23]=[C:24]([CH:27]=[CH:28][CH:29]=1)[CH2:25][NH2:26].C(=O)([O-])[O-].[K+].[K+].O. Product: [C:1]([O:5][C:6]([N:8]1[CH2:13][CH2:12][N:11]([C:14]2[N:19]=[C:18]([NH:26][CH2:25][C:24]3[CH:27]=[CH:28][CH:29]=[C:22]([Cl:21])[CH:23]=3)[CH:17]=[CH:16][N:15]=2)[CH2:10][CH2:9]1)=[O:7])([CH3:4])([CH3:3])[CH3:2]. The catalyst class is: 8. (3) Reactant: [CH3:1][O:2][C:3]1[CH:8]=[CH:7][C:6]([C:9]2[CH:10]=[N:11][C:12]([C:15]#N)=[N:13][CH:14]=2)=[C:5]([C:17]([F:20])([F:19])[F:18])[CH:4]=1.C(O)=[O:22]. Product: [CH3:1][O:2][C:3]1[CH:8]=[CH:7][C:6]([C:9]2[CH:10]=[N:11][C:12]([CH2:15][OH:22])=[N:13][CH:14]=2)=[C:5]([C:17]([F:20])([F:19])[F:18])[CH:4]=1. The catalyst class is: 181.